Task: Predict the product of the given reaction.. Dataset: Forward reaction prediction with 1.9M reactions from USPTO patents (1976-2016) The product is: [OH:17][CH2:16][CH2:15][C:11]1[CH:10]=[C:9]([CH:14]=[CH:13][CH:12]=1)[CH2:8][C:3]1[C:4](=[O:7])[CH2:5][CH2:6][C:2]=1[O:1][CH2:28][CH:29]([CH3:31])[CH3:30]. Given the reactants [OH:1][C:2]1[CH2:6][CH2:5][C:4](=[O:7])[C:3]=1[CH2:8][C:9]1[CH:14]=[CH:13][CH:12]=[C:11]([CH2:15][CH2:16][O:17][Si](C(C)C)(C(C)C)C(C)C)[CH:10]=1.[CH2:28](O)[CH:29]([CH3:31])[CH3:30], predict the reaction product.